Dataset: Full USPTO retrosynthesis dataset with 1.9M reactions from patents (1976-2016). Task: Predict the reactants needed to synthesize the given product. The reactants are: C([O:3][C:4]([C:6]1[N:7]([CH2:17][C:18]([F:21])([F:20])[F:19])[N:8]=[C:9]([C:11]2[CH:16]=[CH:15][CH:14]=[CH:13][CH:12]=2)[CH:10]=1)=[O:5])C.[OH-].[Na+].Cl. Given the product [C:11]1([C:9]2[CH:10]=[C:6]([C:4]([OH:5])=[O:3])[N:7]([CH2:17][C:18]([F:19])([F:20])[F:21])[N:8]=2)[CH:12]=[CH:13][CH:14]=[CH:15][CH:16]=1, predict the reactants needed to synthesize it.